This data is from Full USPTO retrosynthesis dataset with 1.9M reactions from patents (1976-2016). The task is: Predict the reactants needed to synthesize the given product. (1) The reactants are: [Cl:1][C:2]1[C:7]([N:8]2[CH2:13][CH2:12][CH:11]3[NH:14][CH2:15][CH2:16][CH:10]3[CH2:9]2)=[CH:6][C:5]([C:17]#[N:18])=[CH:4][C:3]=1[NH:19][C:20]1[N:25]=[C:24]([N:26]([CH:36]2[CH2:38][CH2:37]2)CC2C=CC(OC)=CC=2)[C:23]2=[N:39][CH:40]=[C:41]([C:42]#[N:43])[N:22]2[N:21]=1.[CH3:44][CH:45]1[CH2:47][O:46]1.C1(OC)C=CC=CC=1.C(O)(C(F)(F)F)=O.ClC(Cl)C. Given the product [Cl:1][C:2]1[C:7]([N:8]2[CH2:13][CH2:12][CH:11]3[N:14]([CH2:44][CH:45]([OH:46])[CH3:47])[CH2:15][CH2:16][CH:10]3[CH2:9]2)=[CH:6][C:5]([C:17]#[N:18])=[CH:4][C:3]=1[NH:19][C:20]1[N:25]=[C:24]([NH:26][CH:36]2[CH2:37][CH2:38]2)[C:23]2=[N:39][CH:40]=[C:41]([C:42]#[N:43])[N:22]2[N:21]=1, predict the reactants needed to synthesize it. (2) Given the product [C:20]([O:24][C:25](=[O:36])[NH:26][CH2:27][C:28]1[CH:29]=[CH:30][C:31]([CH2:34][NH:9][CH2:8][CH2:7][CH2:6][CH2:5][N:4]([CH2:1][CH2:2][CH3:3])[CH2:10][CH2:11][CH3:12])=[CH:32][CH:33]=1)([CH3:23])([CH3:22])[CH3:21], predict the reactants needed to synthesize it. The reactants are: [CH2:1]([N:4]([CH2:10][CH2:11][CH3:12])[CH2:5][CH2:6][CH2:7][CH2:8][NH2:9])[CH2:2][CH3:3].C(OC)(OC)OC.[C:20]([O:24][C:25](=[O:36])[NH:26][CH2:27][C:28]1[CH:33]=[CH:32][C:31]([CH:34]=O)=[CH:30][CH:29]=1)([CH3:23])([CH3:22])[CH3:21].[BH4-].[Na+]. (3) Given the product [ClH:23].[Cl:23][C:24]1[CH:29]=[CH:28][C:27]([C:2]2[CH:21]=[CH:20][CH:19]=[C:4]([CH2:5][N:6]([CH3:18])[C:7](=[O:17])[CH2:8][NH2:9])[CH:3]=2)=[CH:26][CH:25]=1, predict the reactants needed to synthesize it. The reactants are: Br[C:2]1[CH:3]=[C:4]([CH:19]=[CH:20][CH:21]=1)[CH2:5][N:6]([CH3:18])[C:7](=[O:17])[CH2:8][NH:9]C(=O)OC(C)(C)C.O.[Cl:23][C:24]1[CH:29]=[CH:28][C:27](B(O)O)=[CH:26][CH:25]=1.C(=O)([O-])[O-].[Na+].[Na+].